Dataset: NCI-60 drug combinations with 297,098 pairs across 59 cell lines. Task: Regression. Given two drug SMILES strings and cell line genomic features, predict the synergy score measuring deviation from expected non-interaction effect. (1) Drug 1: CCCCC(=O)OCC(=O)C1(CC(C2=C(C1)C(=C3C(=C2O)C(=O)C4=C(C3=O)C=CC=C4OC)O)OC5CC(C(C(O5)C)O)NC(=O)C(F)(F)F)O. Drug 2: C1=CN(C=N1)CC(O)(P(=O)(O)O)P(=O)(O)O. Cell line: HL-60(TB). Synergy scores: CSS=-3.24, Synergy_ZIP=-2.75, Synergy_Bliss=-10.7, Synergy_Loewe=-12.2, Synergy_HSA=-9.92. (2) Drug 1: CNC(=O)C1=NC=CC(=C1)OC2=CC=C(C=C2)NC(=O)NC3=CC(=C(C=C3)Cl)C(F)(F)F. Drug 2: CC(C)(C#N)C1=CC(=CC(=C1)CN2C=NC=N2)C(C)(C)C#N. Cell line: MOLT-4. Synergy scores: CSS=-2.12, Synergy_ZIP=0.374, Synergy_Bliss=-0.382, Synergy_Loewe=-4.10, Synergy_HSA=-3.78. (3) Cell line: T-47D. Drug 1: CC12CCC3C(C1CCC2NC(=O)OCC(F)(F)F)CCC4C3(C=CC(=O)N4C)C. Synergy scores: CSS=37.3, Synergy_ZIP=4.67, Synergy_Bliss=3.51, Synergy_Loewe=-18.7, Synergy_HSA=5.66. Drug 2: CC1=C2C(C(=O)C3(C(CC4C(C3C(C(C2(C)C)(CC1OC(=O)C(C(C5=CC=CC=C5)NC(=O)C6=CC=CC=C6)O)O)OC(=O)C7=CC=CC=C7)(CO4)OC(=O)C)O)C)OC(=O)C. (4) Drug 1: C1=C(C(=O)NC(=O)N1)N(CCCl)CCCl. Synergy scores: CSS=4.00, Synergy_ZIP=-10.5, Synergy_Bliss=-21.4, Synergy_Loewe=-19.0, Synergy_HSA=-18.3. Cell line: HOP-92. Drug 2: C1=CN(C=N1)CC(O)(P(=O)(O)O)P(=O)(O)O. (5) Drug 1: CN1CCC(CC1)COC2=C(C=C3C(=C2)N=CN=C3NC4=C(C=C(C=C4)Br)F)OC. Drug 2: N.N.Cl[Pt+2]Cl. Cell line: SK-MEL-5. Synergy scores: CSS=3.67, Synergy_ZIP=5.65, Synergy_Bliss=10.4, Synergy_Loewe=3.61, Synergy_HSA=4.83. (6) Drug 1: CC1CCC2CC(C(=CC=CC=CC(CC(C(=O)C(C(C(=CC(C(=O)CC(OC(=O)C3CCCCN3C(=O)C(=O)C1(O2)O)C(C)CC4CCC(C(C4)OC)OCCO)C)C)O)OC)C)C)C)OC. Drug 2: CS(=O)(=O)CCNCC1=CC=C(O1)C2=CC3=C(C=C2)N=CN=C3NC4=CC(=C(C=C4)OCC5=CC(=CC=C5)F)Cl. Cell line: HCT116. Synergy scores: CSS=0.804, Synergy_ZIP=0.285, Synergy_Bliss=-0.239, Synergy_Loewe=-1.08, Synergy_HSA=-0.819. (7) Drug 1: CC1=C(C(=CC=C1)Cl)NC(=O)C2=CN=C(S2)NC3=CC(=NC(=N3)C)N4CCN(CC4)CCO. Drug 2: CC(C)NC(=O)C1=CC=C(C=C1)CNNC.Cl. Cell line: RXF 393. Synergy scores: CSS=0.386, Synergy_ZIP=1.14, Synergy_Bliss=1.44, Synergy_Loewe=-0.620, Synergy_HSA=-0.620. (8) Drug 1: CC1=C(C(CCC1)(C)C)C=CC(=CC=CC(=CC(=O)O)C)C. Drug 2: CC1CCC2CC(C(=CC=CC=CC(CC(C(=O)C(C(C(=CC(C(=O)CC(OC(=O)C3CCCCN3C(=O)C(=O)C1(O2)O)C(C)CC4CCC(C(C4)OC)OCCO)C)C)O)OC)C)C)C)OC. Cell line: MCF7. Synergy scores: CSS=8.18, Synergy_ZIP=-0.777, Synergy_Bliss=0.951, Synergy_Loewe=1.63, Synergy_HSA=1.60. (9) Drug 1: CC(C1=C(C=CC(=C1Cl)F)Cl)OC2=C(N=CC(=C2)C3=CN(N=C3)C4CCNCC4)N. Drug 2: CS(=O)(=O)CCNCC1=CC=C(O1)C2=CC3=C(C=C2)N=CN=C3NC4=CC(=C(C=C4)OCC5=CC(=CC=C5)F)Cl. Cell line: HL-60(TB). Synergy scores: CSS=-6.27, Synergy_ZIP=-0.194, Synergy_Bliss=-4.41, Synergy_Loewe=-24.5, Synergy_HSA=-12.9.